Dataset: TCR-epitope binding with 47,182 pairs between 192 epitopes and 23,139 TCRs. Task: Binary Classification. Given a T-cell receptor sequence (or CDR3 region) and an epitope sequence, predict whether binding occurs between them. The epitope is HPKVSSEVHI. Result: 0 (the TCR does not bind to the epitope). The TCR CDR3 sequence is CASSLSLAGADEQYF.